Task: Predict which catalyst facilitates the given reaction.. Dataset: Catalyst prediction with 721,799 reactions and 888 catalyst types from USPTO (1) The catalyst class is: 108. Product: [F:7][C:8]1[N:13]=[CH:12][C:11]([C:18]2[C:19]([NH2:24])=[N:20][CH:21]=[CH:22][CH:23]=2)=[CH:10][CH:9]=1. Reactant: C(=O)([O-])[O-].[Na+].[Na+].[F:7][C:8]1[N:13]=[CH:12][C:11](B(O)O)=[CH:10][CH:9]=1.Br[C:18]1[C:19]([NH2:24])=[N:20][CH:21]=[CH:22][CH:23]=1. (2) Reactant: C[O:2][C:3]([C:5]1[CH:6]=[C:7]2[C:11](=[CH:12][CH:13]=1)[N:10]([CH2:14][C:15]1[CH:20]=[C:19]([Cl:21])[CH:18]=[CH:17][C:16]=1[O:22][CH2:23][CH:24]([CH2:27][CH3:28])[CH2:25][CH3:26])[CH:9]=[CH:8]2)=[O:4].[Li+].[OH-].O. Product: [Cl:21][C:19]1[CH:18]=[CH:17][C:16]([O:22][CH2:23][CH:24]([CH2:27][CH3:28])[CH2:25][CH3:26])=[C:15]([CH:20]=1)[CH2:14][N:10]1[C:11]2[C:7](=[CH:6][C:5]([C:3]([OH:4])=[O:2])=[CH:13][CH:12]=2)[CH:8]=[CH:9]1. The catalyst class is: 36.